This data is from Full USPTO retrosynthesis dataset with 1.9M reactions from patents (1976-2016). The task is: Predict the reactants needed to synthesize the given product. (1) Given the product [Cl:1][C:2]1[CH:3]=[C:4]([C:11]2[CH:16]=[CH:15][CH:14]=[CH:13][CH:12]=2)[CH:5]=[CH:6][C:7]=1[C:8]([Cl:19])=[O:9], predict the reactants needed to synthesize it. The reactants are: [Cl:1][C:2]1[CH:3]=[C:4]([C:11]2[CH:16]=[CH:15][CH:14]=[CH:13][CH:12]=2)[CH:5]=[CH:6][C:7]=1[C:8](O)=[O:9].S(Cl)([Cl:19])=O.CN1CCCC1=O. (2) Given the product [Br:17][CH2:18][CH2:19][O:20][C:21]1[CH:22]=[C:23]2[C:28](=[CH:29][CH:30]=1)[N:27]=[C:2]([CH2:3][C:4]([O:6][CH2:7][CH3:8])=[O:5])[CH:9]=[CH:24]2, predict the reactants needed to synthesize it. The reactants are: O=[C:2]([CH3:9])[CH2:3][C:4]([O:6][CH2:7][CH3:8])=[O:5].C(OC(=O)C)(=O)C.[Br:17][CH2:18][CH2:19][O:20][C:21]1[CH:22]=[C:23]2[C:28](=[CH:29][CH:30]=1)[N+:27]([O-])=CC=[CH:24]2. (3) The reactants are: Br[C:2]1[C:3]([O:8][C:9]2[CH:14]=[CH:13][C:12]([C:15]([C:17]3[NH:18][C:19]4[C:20]([N:25]=3)=[N:21][CH:22]=[CH:23][CH:24]=4)=[O:16])=[CH:11][CH:10]=2)=[N:4][CH:5]=[CH:6][CH:7]=1.[N:26]1[CH:31]=[CH:30][CH:29]=[C:28](B(O)O)[CH:27]=1.C(=O)([O-])[O-].[Na+].[Na+]. Given the product [N:4]1[CH:5]=[CH:6][CH:7]=[C:2]([C:28]2[CH:27]=[N:26][CH:31]=[CH:30][CH:29]=2)[C:3]=1[O:8][C:9]1[CH:14]=[CH:13][C:12]([C:15]([C:17]2[NH:18][C:19]3[C:20]([N:25]=2)=[N:21][CH:22]=[CH:23][CH:24]=3)=[O:16])=[CH:11][CH:10]=1, predict the reactants needed to synthesize it. (4) Given the product [Br:22][CH:9]([C:4]1[CH:3]=[C:2]([Cl:1])[CH:7]=[C:6]([Cl:8])[CH:5]=1)[C:10]([F:13])([F:12])[F:11], predict the reactants needed to synthesize it. The reactants are: [Cl:1][C:2]1[CH:3]=[C:4]([CH:9](O)[C:10]([F:13])([F:12])[F:11])[CH:5]=[C:6]([Cl:8])[CH:7]=1.C1C(=O)N([Br:22])C(=O)C1.P(OC1C=CC=CC=1)(OC1C=CC=CC=1)OC1C=CC=CC=1. (5) The reactants are: S(Cl)(Cl)=O.[Br:5][C:6]1[CH:7]=[C:8]([C:11]([OH:13])=[O:12])[S:9][CH:10]=1.[CH2:14](O)[CH3:15]. Given the product [Br:5][C:6]1[CH:7]=[C:8]([C:11]([O:13][CH2:14][CH3:15])=[O:12])[S:9][CH:10]=1, predict the reactants needed to synthesize it. (6) Given the product [CH3:25][O:24][C:7]1[CH:6]=[CH:5][C:4]2[N:3]=[C:2]([NH:26][C:27]3[NH:31][N:30]=[CH:29][C:28]=3[C:32]([NH2:34])=[O:33])[C:11]3=[N:12][NH:13][CH:14]=[C:10]3[C:9]=2[CH:8]=1, predict the reactants needed to synthesize it. The reactants are: Cl[C:2]1[C:11]2=[N:12][N:13](CC3C=CC(OC)=CC=3)[CH:14]=[C:10]2[C:9]2[CH:8]=[C:7]([O:24][CH3:25])[CH:6]=[CH:5][C:4]=2[N:3]=1.[NH2:26][C:27]1[NH:31][N:30]=[CH:29][C:28]=1[C:32]([NH2:34])=[O:33].Cl. (7) Given the product [C:28]1([C@@H:34]2[N:40]([C:7]([CH:4]3[CH2:3][CH2:2][O:1][CH2:6][CH2:5]3)=[O:9])[CH2:39][C:38]3[CH:41]=[CH:42][C:43]([C:45]([O:47][CH3:48])=[O:46])=[CH:44][C:37]=3[O:36][CH2:35]2)[CH:29]=[CH:30][CH:31]=[CH:32][CH:33]=1, predict the reactants needed to synthesize it. The reactants are: [O:1]1[CH2:6][CH2:5][CH:4]([C:7]([OH:9])=O)[CH2:3][CH2:2]1.C[N+]1(C2N=C(OC)N=C(OC)N=2)CCOCC1.[Cl-].[C:28]1([C@@H:34]2[NH:40][CH2:39][C:38]3[CH:41]=[CH:42][C:43]([C:45]([O:47][CH3:48])=[O:46])=[CH:44][C:37]=3[O:36][CH2:35]2)[CH:33]=[CH:32][CH:31]=[CH:30][CH:29]=1.